Dataset: Reaction yield outcomes from USPTO patents with 853,638 reactions. Task: Predict the reaction yield, written as a fraction of the theoretical maximum amount of product (1.0 means a 100% yield; for example, 0.34 means a 34% yield). (1) The reactants are [Br:1][C:2]1[CH:7]=[CH:6][C:5]([Cl:8])=[C:4]([CH2:9][C:10]2[CH:15]=[CH:14][C:13]([O:16]CC)=[CH:12][CH:11]=2)[CH:3]=1.B(Br)(Br)Br. The catalyst is ClCCl. The product is [Br:1][C:2]1[CH:7]=[CH:6][C:5]([Cl:8])=[C:4]([CH:3]=1)[CH2:9][C:10]1[CH:15]=[CH:14][C:13]([OH:16])=[CH:12][CH:11]=1. The yield is 0.680. (2) The reactants are [F:1][C:2]([F:35])([F:34])[C:3]1[CH:4]=[C:5]([CH:27]=[C:28]([C:30]([F:33])([F:32])[F:31])[CH:29]=1)[CH2:6][N:7]1[C:13](=[O:14])[C:12]2[C:15]([C:20]3[CH:25]=[CH:24][CH:23]=[CH:22][C:21]=3[CH3:26])=[CH:16][C:17](Cl)=[N:18][C:11]=2[O:10][CH2:9][CH2:8]1.[C:36]([N:39]1[CH2:44][CH2:43][NH:42][CH2:41][CH2:40]1)(=[O:38])[CH3:37]. No catalyst specified. The product is [C:36]([N:39]1[CH2:44][CH2:43][N:42]([C:17]2[CH:16]=[C:15]([C:20]3[CH:25]=[CH:24][CH:23]=[CH:22][C:21]=3[CH3:26])[C:12]3[C:13](=[O:14])[N:7]([CH2:6][C:5]4[CH:27]=[C:28]([C:30]([F:33])([F:32])[F:31])[CH:29]=[C:3]([C:2]([F:1])([F:35])[F:34])[CH:4]=4)[CH2:8][CH2:9][O:10][C:11]=3[N:18]=2)[CH2:41][CH2:40]1)(=[O:38])[CH3:37]. The yield is 0.100. (3) The reactants are [NH2:1][C:2]1[N:7]=[C:6]([NH:8][C:9]2[CH:10]=[C:11]([NH:15][C:16](=[O:26])[C:17]3[CH:22]=[CH:21][C:20]([N+:23]([O-])=O)=[CH:19][CH:18]=3)[CH:12]=[CH:13][CH:14]=2)[CH:5]=[C:4]([CH3:27])[N:3]=1.CCO.Cl. The catalyst is [Fe].O. The product is [NH2:23][C:20]1[CH:21]=[CH:22][C:17]([C:16]([NH:15][C:11]2[CH:12]=[CH:13][CH:14]=[C:9]([NH:8][C:6]3[CH:5]=[C:4]([CH3:27])[N:3]=[C:2]([NH2:1])[N:7]=3)[CH:10]=2)=[O:26])=[CH:18][CH:19]=1. The yield is 0.120. (4) The reactants are [H-].[Na+].[CH3:3][S:4]([NH-:7])(=[O:6])=[O:5].[C:8]([C:10]1[CH:11]=[C:12]2[C:17](=[CH:18][C:19]=1[O:20][CH2:21][CH2:22][O:23][CH3:24])[N:16]=[CH:15][CH:14]=[C:13]2[O:25][C:26]1[CH:31]=[CH:30][C:29]([NH:32][C:33](=O)[O:34]C2C=CC=CC=2)=[CH:28][CH:27]=1)#[N:9]. The catalyst is O1CCCC1. The product is [C:8]([C:10]1[CH:11]=[C:12]2[C:17](=[CH:18][C:19]=1[O:20][CH2:21][CH2:22][O:23][CH3:24])[N:16]=[CH:15][CH:14]=[C:13]2[O:25][C:26]1[CH:27]=[CH:28][C:29]([NH:32][C:33]([NH:7][S:4]([CH3:3])(=[O:6])=[O:5])=[O:34])=[CH:30][CH:31]=1)#[N:9]. The yield is 0.750. (5) The reactants are [C:1]1([CH3:14])[CH:6]=[CH:5][C:4]([C:7]23[CH2:12][CH:11]2[CH:10]([OH:13])[CH2:9][CH2:8]3)=[CH:3][CH:2]=1.N1C=CC=CC=1.CC(OI1(OC(C)=O)(OC(C)=O)OC(=O)C2C=CC=CC1=2)=O. The catalyst is C(Cl)Cl.O. The product is [C:1]1([CH3:14])[CH:2]=[CH:3][C:4]([C:7]23[CH2:12][CH:11]2[C:10](=[O:13])[CH2:9][CH2:8]3)=[CH:5][CH:6]=1. The yield is 0.770.